The task is: Binary Classification. Given a drug SMILES string, predict its activity (active/inactive) in a high-throughput screening assay against a specified biological target.. This data is from HIV replication inhibition screening data with 41,000+ compounds from the AIDS Antiviral Screen. (1) The molecule is CCCCOC(=O)C1CC2OC2CC1C(=O)OCCOCCOC(=O)C1CC2OC2CC1C(=O)OCCCC. The result is 0 (inactive). (2) The molecule is CC(C)N(C(=O)C1(C)CC1)C(C)C. The result is 0 (inactive).